From a dataset of Retrosynthesis with 50K atom-mapped reactions and 10 reaction types from USPTO. Predict the reactants needed to synthesize the given product. (1) Given the product O=C(O)CNC(=O)c1ncc2c(C3=CCCCC3)noc2c1O, predict the reactants needed to synthesize it. The reactants are: CCOC(=O)c1ncc2c(C3=CCCCC3)noc2c1O.NCC(=O)O. (2) Given the product COc1ccc2cc(Br)ccc2c1, predict the reactants needed to synthesize it. The reactants are: COc1ccc2cc(Br)ccc2c1Br. (3) Given the product CCN(CC)CCCCc1ccc(N)cc1, predict the reactants needed to synthesize it. The reactants are: CCN(CC)CCCCc1ccc([N+](=O)[O-])cc1. (4) The reactants are: CC(C)(C(=O)OCc1ccccc1)C1(O)CCCCO1. Given the product CC(C)(C(=O)OCc1ccccc1)C1CCCCO1, predict the reactants needed to synthesize it. (5) Given the product CC1CSC2=C(O1)c1cc(-c3ccccc3)ccc1C(=O)C2=O, predict the reactants needed to synthesize it. The reactants are: CC1CSC2=C(O1)c1cc(Br)ccc1C(=O)C2=O.OB(O)c1ccccc1. (6) The reactants are: CC(C)(C)N=C=O.CCN(CC)CCCNc1ncc2cc(-c3c(Br)cccc3Br)c(N)nc2n1. Given the product CCN(CC)CCCNc1ncc2cc(-c3c(Br)cccc3Br)c(NC(=O)NC(C)(C)C)nc2n1, predict the reactants needed to synthesize it. (7) Given the product CN(c1ccccc1CNc1cccn2nc(Nc3ccc(OCCN4CCCC4)cc3)nc12)S(C)(=O)=O, predict the reactants needed to synthesize it. The reactants are: CN(c1ccccc1CNc1cccn2nc(Cl)nc12)S(C)(=O)=O.Nc1ccc(OCCN2CCCC2)cc1. (8) Given the product O=C1Nc2ccccc2C2(CCN(C3CC4CCC(C4)C3)CC2)O1, predict the reactants needed to synthesize it. The reactants are: O=C1CC2CCC(C1)C2.O=C1Nc2ccccc2C2(CCNCC2)O1. (9) Given the product O=C(O)C(=O)c1cn(Cc2ccccc2)c2ccc(-c3cccc(OC(F)(F)F)c3)cc12, predict the reactants needed to synthesize it. The reactants are: CCOC(=O)C(=O)c1cn(Cc2ccccc2)c2ccc(-c3cccc(OC(F)(F)F)c3)cc12. (10) Given the product CN(C)CC[C@H](Oc1cccc2ccccc12)c1cccs1, predict the reactants needed to synthesize it. The reactants are: CN(C)CC[C@H](O)c1cccs1.Fc1cccc2ccccc12.